Dataset: Forward reaction prediction with 1.9M reactions from USPTO patents (1976-2016). Task: Predict the product of the given reaction. (1) Given the reactants [NH:1]([C:3]1[CH:4]=[N:5][CH:6]=[CH:7][CH:8]=1)[NH2:2].[CH3:9][O:10][C:11]1[N:16]=[CH:15][C:14]([C:17](=O)[CH2:18][C:19](=O)[C:20]([O:22][CH3:23])=[O:21])=[CH:13][CH:12]=1.C(O)(=O)C, predict the reaction product. The product is: [CH3:9][O:10][C:11]1[N:16]=[CH:15][C:14]([C:17]2[N:1]([C:3]3[CH:4]=[N:5][CH:6]=[CH:7][CH:8]=3)[N:2]=[C:19]([C:20]([O:22][CH3:23])=[O:21])[CH:18]=2)=[CH:13][CH:12]=1. (2) Given the reactants [NH2:1][CH2:2][C:3]1[N:7]2[CH:8]3[CH2:19][CH:10]([C:11]4[CH:16]=[C:15]([F:17])[C:14]([Br:18])=[CH:13][C:12]=4[C:6]2=[N:5][C:4]=1[C:20]([NH2:22])=[O:21])[CH2:9]3.CN(C)[CH:25]=[O:26], predict the reaction product. The product is: [Br:18][C:14]1[C:15]([F:17])=[CH:16][C:11]2[CH:10]3[CH2:9][CH:8]([CH2:19]3)[N:7]3[C:3]([CH2:2][NH:1][CH:25]=[O:26])=[C:4]([C:20]([NH2:22])=[O:21])[N:5]=[C:6]3[C:12]=2[CH:13]=1. (3) Given the reactants Br[CH2:2][CH2:3][CH2:4][CH2:5][CH2:6][CH2:7][CH2:8][CH2:9][CH2:10][CH2:11][CH2:12][CH3:13].C([O-])([O-])=O.[Na+].[Na+].[NH2:20][CH2:21][CH2:22][NH:23][CH2:24][CH2:25][NH:26][CH2:27][CH2:28][NH2:29], predict the reaction product. The product is: [CH2:2]([NH:20][CH2:21][CH2:22][NH:23][CH2:24][CH2:25][NH:26][CH2:27][CH2:28][NH:29][CH2:13][CH2:12][CH2:11][CH2:10][CH2:9][CH2:8][CH2:7][CH2:6][CH2:5][CH2:4][CH2:3][CH2:2][CH2:2][CH2:3][CH2:4][CH3:5])[CH2:3][CH2:4][CH2:5][CH2:6][CH2:7][CH2:8][CH2:9][CH2:10][CH2:11][CH2:12][CH3:13]. (4) Given the reactants [CH3:1][O:2][C:3]1[CH:27]=[CH:26][C:6]([CH2:7][N:8]2[CH:17]=[C:16]3[C:10]([N:11]([CH2:19][C:20]4[CH:25]=[CH:24][CH:23]=[CH:22][N:21]=4)[CH2:12][CH2:13][CH2:14][C:15]3=O)=[N:9]2)=[CH:5][CH:4]=1.[F:28][C:29]1[CH:30]=[N:31][C:32]([NH:35][C:36]([NH2:38])=[S:37])=[N:33][CH:34]=1.II, predict the reaction product. The product is: [F:28][C:29]1[CH:30]=[N:31][C:32]([NH:35][C:36]2[S:37][C:14]3[CH2:13][CH2:12][N:11]([CH2:19][C:20]4[CH:25]=[CH:24][CH:23]=[CH:22][N:21]=4)[C:10]4=[N:9][N:8]([CH2:7][C:6]5[CH:26]=[CH:27][C:3]([O:2][CH3:1])=[CH:4][CH:5]=5)[CH:17]=[C:16]4[C:15]=3[N:38]=2)=[N:33][CH:34]=1. (5) Given the reactants Br[C:2]1[CH:3]=[C:4]([O:8][S:9]([N:12]2[CH2:17][CH2:16][O:15][CH2:14][CH2:13]2)(=[O:11])=[O:10])[CH:5]=[N:6][CH:7]=1.[CH3:18][N:19]1[C:27]2[C:22](=[CH:23][CH:24]=[CH:25][CH:26]=2)[CH:21]=[C:20]1B(O)O, predict the reaction product. The product is: [CH3:18][N:19]1[C:27]2[C:22](=[CH:23][CH:24]=[CH:25][CH:26]=2)[CH:21]=[C:20]1[C:2]1[CH:3]=[C:4]([O:8][S:9]([N:12]2[CH2:17][CH2:16][O:15][CH2:14][CH2:13]2)(=[O:11])=[O:10])[CH:5]=[N:6][CH:7]=1.